From a dataset of CYP1A2 inhibition data for predicting drug metabolism from PubChem BioAssay. Regression/Classification. Given a drug SMILES string, predict its absorption, distribution, metabolism, or excretion properties. Task type varies by dataset: regression for continuous measurements (e.g., permeability, clearance, half-life) or binary classification for categorical outcomes (e.g., BBB penetration, CYP inhibition). Dataset: cyp1a2_veith. The result is 1 (inhibitor). The molecule is COc1cccc(Cn2c(=O)c(C)nc3cnc(Nc4cccc(OC)c4)nc32)c1.